Dataset: Forward reaction prediction with 1.9M reactions from USPTO patents (1976-2016). Task: Predict the product of the given reaction. (1) Given the reactants N(C(OCC)=O)=NC(OCC)=O.[Br:13][C:14]1[CH:33]=[CH:32][C:17]([NH:18][C:19]2[C:28]3[C:23](=[CH:24][C:25]([OH:31])=[C:26]([O:29][CH3:30])[CH:27]=3)[N:22]=[CH:21][N:20]=2)=[C:16]([F:34])[CH:15]=1.C1(P(C2C=CC=CC=2)C2C=CC=CC=2)C=CC=CC=1.O[CH2:55][CH2:56][N:57]1[CH2:61][CH2:60][CH2:59][C:58]1=[O:62].C(Cl)[Cl:64], predict the reaction product. The product is: [ClH:64].[Br:13][C:14]1[CH:33]=[CH:32][C:17]([NH:18][C:19]2[C:28]3[C:23](=[CH:24][C:25]([O:31][CH2:55][CH2:56][N:57]4[CH2:61][CH2:60][CH2:59][C:58]4=[O:62])=[C:26]([O:29][CH3:30])[CH:27]=3)[N:22]=[CH:21][N:20]=2)=[C:16]([F:34])[CH:15]=1. (2) Given the reactants [NH2:1][C:2]1[CH:3]=[C:4]([CH:7]=[C:8]([Cl:10])[CH:9]=1)[C:5]#[N:6].[Cl:11][C:12]1[CH:19]=[CH:18][C:15]([CH:16]=O)=[C:14]([CH3:20])[CH:13]=1.C([O:23][C:24](=O)[C:25](=[O:32])[CH2:26][C:27](=[O:31])[CH:28]([CH3:30])[CH3:29])C, predict the reaction product. The product is: [Cl:10][C:8]1[CH:7]=[C:4]([CH:3]=[C:2]([N:1]2[C:24](=[O:23])[C:25]([OH:32])=[C:26]([C:27](=[O:31])[CH:28]([CH3:30])[CH3:29])[CH:16]2[C:15]2[CH:18]=[CH:19][C:12]([Cl:11])=[CH:13][C:14]=2[CH3:20])[CH:9]=1)[C:5]#[N:6]. (3) Given the reactants [Cl:1][C:2]1[N:3]=[C:4]([C:9]([OH:11])=O)[NH:5][C:6]=1[CH2:7][CH3:8].S(Cl)(Cl)=O.[NH2:16][C@H:17]1[CH2:22][CH2:21][N:20]([C:23]2[O:24][CH:25]=[C:26]([C:28]([O:30][CH2:31][CH3:32])=[O:29])[N:27]=2)[CH2:19][C@H:18]1[O:33][CH3:34], predict the reaction product. The product is: [Cl:1][C:2]1[N:3]=[C:4]([C:9]([NH:16][C@H:17]2[CH2:22][CH2:21][N:20]([C:23]3[O:24][CH:25]=[C:26]([C:28]([O:30][CH2:31][CH3:32])=[O:29])[N:27]=3)[CH2:19][C@H:18]2[O:33][CH3:34])=[O:11])[NH:5][C:6]=1[CH2:7][CH3:8]. (4) The product is: [ClH:46].[CH3:31][O:32][C:33]1[CH:40]=[CH:39][C:36]([CH2:37][N:9]([CH2:8][CH:7]([C:1]2[CH:2]=[CH:3][CH:4]=[CH:5][CH:6]=2)[C:25]2[CH:26]=[CH:27][CH:28]=[CH:29][CH:30]=2)[CH2:10][C@@H:11]([CH3:24])[CH2:12][O:13][C:14]2[CH:15]=[C:16]([CH2:20][C:21]([OH:23])=[O:22])[CH:17]=[CH:18][CH:19]=2)=[CH:35][CH:34]=1. Given the reactants [C:1]1([CH:7]([C:25]2[CH:30]=[CH:29][CH:28]=[CH:27][CH:26]=2)[CH2:8][NH:9][CH2:10][C@@H:11]([CH3:24])[CH2:12][O:13][C:14]2[CH:15]=[C:16]([CH2:20][C:21]([OH:23])=[O:22])[CH:17]=[CH:18][CH:19]=2)[CH:6]=[CH:5][CH:4]=[CH:3][CH:2]=1.[CH3:31][O:32][C:33]1[CH:40]=[CH:39][C:36]([CH:37]=O)=[CH:35][CH:34]=1.COC(=O)C.[Cl:46]C1C(C(F)(F)F)=CC=CC=1C=O.Cl.CCOCC, predict the reaction product.